Task: Predict the reaction yield, written as a fraction of the theoretical maximum amount of product (1.0 means a 100% yield; for example, 0.34 means a 34% yield).. Dataset: Reaction yield outcomes from USPTO patents with 853,638 reactions (1) The reactants are [CH3:1][C:2]1([O:29][Si:30]([CH:37]([CH3:39])[CH3:38])([CH:34]([CH3:36])[CH3:35])[CH:31]([CH3:33])[CH3:32])[CH2:7][CH2:6][N:5]([C:8]2[N:12]3[CH:13]=[C:14]([O:17][C@H:18]4[C:27]5[C:22](=[CH:23][CH:24]=[CH:25][CH:26]=5)[C@@H:21]([NH2:28])[CH2:20][CH2:19]4)[CH:15]=[CH:16][C:11]3=[N:10][N:9]=2)[CH2:4][CH2:3]1.ClC(Cl)(Cl)C[O:43][C:44](=O)[NH:45][C:46]1[N:47]([C:55]2[CH:60]=[CH:59][C:58]([CH3:61])=[CH:57][CH:56]=2)[N:48]=[C:49]([C:51]([CH3:54])([CH3:53])[CH3:52])[CH:50]=1.CCN(C(C)C)C(C)C. The catalyst is CN(C=O)C.CCOC(C)=O. The product is [C:51]([C:49]1[CH:50]=[C:46]([NH:45][C:44]([NH:28][C@@H:21]2[C:22]3[C:27](=[CH:26][CH:25]=[CH:24][CH:23]=3)[C@H:18]([O:17][C:14]3[CH:15]=[CH:16][C:11]4[N:12]([C:8]([N:5]5[CH2:6][CH2:7][C:2]([CH3:1])([O:29][Si:30]([CH:34]([CH3:36])[CH3:35])([CH:31]([CH3:33])[CH3:32])[CH:37]([CH3:39])[CH3:38])[CH2:3][CH2:4]5)=[N:9][N:10]=4)[CH:13]=3)[CH2:19][CH2:20]2)=[O:43])[N:47]([C:55]2[CH:60]=[CH:59][C:58]([CH3:61])=[CH:57][CH:56]=2)[N:48]=1)([CH3:54])([CH3:52])[CH3:53]. The yield is 0.930. (2) The reactants are [CH3:1][O:2][C:3]1([C:9]2[CH:23]=[CH:22][C:21]([C:24]([F:27])([F:26])[F:25])=[CH:20][C:10]=2[CH2:11][O:12][Si](C(C)(C)C)(C)C)[CH2:8][CH2:7][CH2:6][CH2:5][CH2:4]1.[F-].C([N+](CCCC)(CCCC)CCCC)CCC. The catalyst is O1CCCC1. The product is [CH3:1][O:2][C:3]1([C:9]2[CH:23]=[CH:22][C:21]([C:24]([F:25])([F:27])[F:26])=[CH:20][C:10]=2[CH2:11][OH:12])[CH2:4][CH2:5][CH2:6][CH2:7][CH2:8]1. The yield is 0.690. (3) The reactants are C1(P(=[CH:20][C:21]([O:23][CH3:24])=[O:22])(C2C=CC=CC=2)C2C=CC=CC=2)C=CC=CC=1.C[C:26]1[C:33]([O:34][CH2:35][CH2:36][CH2:37][CH3:38])=[C:32]([I:39])[CH:31]=[CH:30][C:27]=1[CH:28]=O. The catalyst is C1(C)C=CC=CC=1. The product is [CH2:35]([O:34][C:33]1[CH:26]=[C:27](/[CH:28]=[CH:20]/[C:21]([O:23][CH3:24])=[O:22])[CH:30]=[CH:31][C:32]=1[I:39])[CH2:36][CH2:37][CH3:38]. The yield is 0.870. (4) The reactants are [CH3:1][O:2][C:3](=[O:46])[C:4]1[CH:9]=[CH:8][C:7]([CH2:10][N:11]2[CH:15]=[C:14]([C:16]3[CH:21]=[CH:20][C:19]([Cl:22])=[CH:18][C:17]=3[Cl:23])[N:13]=[C:12]2/[CH:24]=[CH:25]/[C:26]2[CH:31]=[CH:30][C:29]([C:32]3[CH:37]=[CH:36][C:35]([O:38][C:39]4[CH:44]=[CH:43][C:42]([NH2:45])=[CH:41][CH:40]=4)=[CH:34][CH:33]=3)=[CH:28][CH:27]=2)=[CH:6][CH:5]=1.[CH3:47][S:48](Cl)(=[O:50])=[O:49]. No catalyst specified. The product is [CH3:1][O:2][C:3](=[O:46])[C:4]1[CH:9]=[CH:8][C:7]([CH2:10][N:11]2[CH:15]=[C:14]([C:16]3[CH:21]=[CH:20][C:19]([Cl:22])=[CH:18][C:17]=3[Cl:23])[N:13]=[C:12]2/[CH:24]=[CH:25]/[C:26]2[CH:31]=[CH:30][C:29]([C:32]3[CH:37]=[CH:36][C:35]([O:38][C:39]4[CH:40]=[CH:41][C:42]([NH:45][S:48]([CH3:47])(=[O:50])=[O:49])=[CH:43][CH:44]=4)=[CH:34][CH:33]=3)=[CH:28][CH:27]=2)=[CH:6][CH:5]=1. The yield is 0.570. (5) The reactants are [CH3:1][C@H:2]1[NH:7][CH2:6][CH2:5][N:4](C(C2C=CC=CC=2)(C2C=CC=CC=2)C2C=CC=CC=2)[CH2:3]1.Cl[C:28]1[C:33]([Cl:34])=[N:32][CH:31]=[CH:30][N:29]=1.C([O-])([O-])=O.[K+].[K+].C(Cl)(Cl)Cl.CCO. The catalyst is CN(C=O)C.O. The product is [Cl:34][C:33]1[C:28]([N:7]2[CH2:6][CH2:5][NH:4][CH2:3][C@H:2]2[CH3:1])=[N:29][CH:30]=[CH:31][N:32]=1. The yield is 0.660.